Predict which catalyst facilitates the given reaction. From a dataset of Catalyst prediction with 721,799 reactions and 888 catalyst types from USPTO. (1) Reactant: [C:1]([CH2:9][C:10](OCC)=[O:11])(=[O:8])[C:2]1[CH:7]=[CH:6][CH:5]=[CH:4][CH:3]=1.N1CCCCC1.[CH2:21]([S:23][C:24]1[CH:31]=[CH:30][C:27]([CH:28]=O)=[C:26]([OH:32])[CH:25]=1)[CH3:22]. Product: [CH2:21]([S:23][C:24]1[CH:25]=[C:26]2[C:27]([CH:28]=[C:9]([C:1](=[O:8])[C:2]3[CH:7]=[CH:6][CH:5]=[CH:4][CH:3]=3)[C:10](=[O:11])[O:32]2)=[CH:30][CH:31]=1)[CH3:22]. The catalyst class is: 8. (2) Reactant: [CH3:1][C:2]1[CH:7]=[C:6]([O:8][CH:9]2[CH2:14][CH2:13][NH:12][CH2:11][CH2:10]2)[CH:5]=[C:4]([CH3:15])[C:3]=1[C:16]1[CH:21]=[CH:20][CH:19]=[C:18]([CH2:22][O:23][C:24]2[CH:37]=[CH:36][C:27]3[C@H:28]([CH2:31][C:32]([O:34]C)=[O:33])[CH2:29][O:30][C:26]=3[CH:25]=2)[CH:17]=1.[OH-].[Na+]. Product: [CH3:1][C:2]1[CH:7]=[C:6]([O:8][CH:9]2[CH2:10][CH2:11][NH:12][CH2:13][CH2:14]2)[CH:5]=[C:4]([CH3:15])[C:3]=1[C:16]1[CH:21]=[CH:20][CH:19]=[C:18]([CH2:22][O:23][C:24]2[CH:37]=[CH:36][C:27]3[C@H:28]([CH2:31][C:32]([OH:34])=[O:33])[CH2:29][O:30][C:26]=3[CH:25]=2)[CH:17]=1. The catalyst class is: 5. (3) Reactant: I(C1C=CC=CC=1C(O)=O)(=O)=O.[NH2:13][C:14]1[C:15]2[C:22]([Br:23])=[CH:21][N:20]([C@@H:24]3[O:28][C:27]([CH2:31][OH:32])([CH2:29][OH:30])[C@@H:26]([O:33][Si:34]([C:37]([CH3:40])([CH3:39])[CH3:38])([CH3:36])[CH3:35])[CH2:25]3)[C:16]=2[N:17]=[CH:18][N:19]=1. The catalyst class is: 10. Product: [NH2:13][C:14]1[C:15]2[C:22]([Br:23])=[CH:21][N:20]([C@@H:24]3[O:28][C@@:27]([CH2:31][OH:32])([CH:29]=[O:30])[C@@H:26]([O:33][Si:34]([C:37]([CH3:40])([CH3:39])[CH3:38])([CH3:35])[CH3:36])[CH2:25]3)[C:16]=2[N:17]=[CH:18][N:19]=1. (4) Reactant: [NH2:1][OH:2].[F:3][C:4]1[CH:9]=[CH:8][C:7]([C:10]2[CH:11]=[CH:12][C:13]([N:16]3[CH2:21][CH2:20][N:19]([S:22]([CH:25]=[CH:26][CH2:27][CH2:28][CH2:29][C:30]4[N:35]=[CH:34][CH:33]=[CH:32][N:31]=4)(=[O:24])=[O:23])[CH2:18][CH2:17]3)=[N:14][CH:15]=2)=[CH:6][CH:5]=1. Product: [F:3][C:4]1[CH:9]=[CH:8][C:7]([C:10]2[CH:11]=[CH:12][C:13]([N:16]3[CH2:21][CH2:20][N:19]([S:22]([CH2:25][CH:26]([NH:1][OH:2])[CH2:27][CH2:28][CH2:29][C:30]4[N:35]=[CH:34][CH:33]=[CH:32][N:31]=4)(=[O:24])=[O:23])[CH2:18][CH2:17]3)=[N:14][CH:15]=2)=[CH:6][CH:5]=1. The catalyst class is: 1. (5) Reactant: [C:1]([O:5][C:6](=[O:16])[NH:7][C@H:8]1[CH2:13][CH2:12][C@H:11]([CH2:14][OH:15])[CH2:10][CH2:9]1)([CH3:4])([CH3:3])[CH3:2].CC(OI1(OC(C)=O)(OC(C)=O)OC(=O)C2C=CC=CC1=2)=O. Product: [C:1]([O:5][C:6](=[O:16])[NH:7][C@H:8]1[CH2:9][CH2:10][C@H:11]([CH:14]=[O:15])[CH2:12][CH2:13]1)([CH3:4])([CH3:2])[CH3:3]. The catalyst class is: 2. (6) Reactant: [Cl:1][C:2]1[CH:3]=[C:4]([CH:6]=[CH:7][C:8]=1[C:9]1[N:13]([CH3:14])[N:12]=[CH:11][N:10]=1)[NH2:5].[C:15](N1C=CN=C1)(N1C=CN=C1)=[S:16]. Product: [Cl:1][C:2]1[CH:3]=[C:4]([N:5]=[C:15]=[S:16])[CH:6]=[CH:7][C:8]=1[C:9]1[N:13]([CH3:14])[N:12]=[CH:11][N:10]=1. The catalyst class is: 2. (7) Reactant: [Cl:1][C:2]1[C:10]2[C:5](=[CH:6][CH:7]=[C:8]([NH:11][C:12]3[N:17]=[C:16]([N:18]4[CH:22]=[C:21]([CH:23]=O)[C:20]([CH3:25])=[N:19]4)[CH:15]=[CH:14][N:13]=3)[CH:9]=2)[N:4]([CH3:26])[C:3]=1[CH3:27].Cl.C([N:31]([CH2:34][CH3:35])[CH2:32]C)C.[BH-](OC(C)=O)(OC(C)=O)[O:37]C(C)=O.[Na+]. Product: [Cl:1][C:2]1[C:10]2[C:5](=[CH:6][CH:7]=[C:8]([NH:11][C:12]3[N:17]=[C:16]([N:18]4[CH:22]=[C:21]([CH2:23][N:31]5[CH2:32][CH:35]([OH:37])[CH2:34]5)[C:20]([CH3:25])=[N:19]4)[CH:15]=[CH:14][N:13]=3)[CH:9]=2)[N:4]([CH3:26])[C:3]=1[CH3:27]. The catalyst class is: 4.